From a dataset of NCI-60 drug combinations with 297,098 pairs across 59 cell lines. Regression. Given two drug SMILES strings and cell line genomic features, predict the synergy score measuring deviation from expected non-interaction effect. (1) Drug 1: CC1C(C(=O)NC(C(=O)N2CCCC2C(=O)N(CC(=O)N(C(C(=O)O1)C(C)C)C)C)C(C)C)NC(=O)C3=C4C(=C(C=C3)C)OC5=C(C(=O)C(=C(C5=N4)C(=O)NC6C(OC(=O)C(N(C(=O)CN(C(=O)C7CCCN7C(=O)C(NC6=O)C(C)C)C)C)C(C)C)C)N)C. Drug 2: CC1CCC2CC(C(=CC=CC=CC(CC(C(=O)C(C(C(=CC(C(=O)CC(OC(=O)C3CCCCN3C(=O)C(=O)C1(O2)O)C(C)CC4CCC(C(C4)OC)OCCO)C)C)O)OC)C)C)C)OC. Cell line: BT-549. Synergy scores: CSS=2.42, Synergy_ZIP=0.0276, Synergy_Bliss=2.12, Synergy_Loewe=-0.400, Synergy_HSA=0.0517. (2) Synergy scores: CSS=50.3, Synergy_ZIP=-4.70, Synergy_Bliss=-4.51, Synergy_Loewe=-3.08, Synergy_HSA=-1.81. Cell line: PC-3. Drug 1: CCC1=CC2CC(C3=C(CN(C2)C1)C4=CC=CC=C4N3)(C5=C(C=C6C(=C5)C78CCN9C7C(C=CC9)(C(C(C8N6C)(C(=O)OC)O)OC(=O)C)CC)OC)C(=O)OC.C(C(C(=O)O)O)(C(=O)O)O. Drug 2: CC1=C(N=C(N=C1N)C(CC(=O)N)NCC(C(=O)N)N)C(=O)NC(C(C2=CN=CN2)OC3C(C(C(C(O3)CO)O)O)OC4C(C(C(C(O4)CO)O)OC(=O)N)O)C(=O)NC(C)C(C(C)C(=O)NC(C(C)O)C(=O)NCCC5=NC(=CS5)C6=NC(=CS6)C(=O)NCCC[S+](C)C)O.